Predict which catalyst facilitates the given reaction. From a dataset of Catalyst prediction with 721,799 reactions and 888 catalyst types from USPTO. (1) Reactant: [Cl:1][C:2]1[CH:7]=[CH:6][CH:5]=[C:4]([Cl:8])[C:3]=1[NH:9][C:10]([NH:12][C:13]1[S:14][C:15]([CH3:25])=[CH:16][C:17]=1[C:18]([O:20]C(C)(C)C)=[O:19])=[O:11].C(O)(C(F)(F)F)=O. Product: [Cl:1][C:2]1[CH:7]=[CH:6][CH:5]=[C:4]([Cl:8])[C:3]=1[NH:9][C:10]([NH:12][C:13]1[S:14][C:15]([CH3:25])=[CH:16][C:17]=1[C:18]([OH:20])=[O:19])=[O:11]. The catalyst class is: 12. (2) Reactant: [F:1][C:2]1[CH:7]=[CH:6][C:5]([C:8]2[C:13](/[CH:14]=[CH:15]/[C@@H:16]([OH:24])[CH2:17][C@@H:18]([OH:23])[CH2:19][C:20]([O-:22])=[O:21])=[C:12]([CH:25]([CH3:27])[CH3:26])[N:11]=[C:10]([N:28]([CH3:33])[S:29]([CH3:32])(=[O:31])=[O:30])[N:9]=2)=[CH:4][CH:3]=1.C[NH3+:35].C(OCC)(=O)C.Cl.O. Product: [F:1][C:2]1[CH:7]=[CH:6][C:5]([C:8]2[C:13](/[CH:14]=[CH:15]/[C@@H:16]([OH:24])[CH2:17][C@@H:18]([OH:23])[CH2:19][C:20]([O-:22])=[O:21])=[C:12]([CH:25]([CH3:27])[CH3:26])[N:11]=[C:10]([N:28]([CH3:33])[S:29]([CH3:32])(=[O:31])=[O:30])[N:9]=2)=[CH:4][CH:3]=1.[NH4+:35]. The catalyst class is: 170.